From a dataset of NCI-60 drug combinations with 297,098 pairs across 59 cell lines. Regression. Given two drug SMILES strings and cell line genomic features, predict the synergy score measuring deviation from expected non-interaction effect. (1) Drug 1: CCC(=C(C1=CC=CC=C1)C2=CC=C(C=C2)OCCN(C)C)C3=CC=CC=C3.C(C(=O)O)C(CC(=O)O)(C(=O)O)O. Drug 2: C1CC(=O)NC(=O)C1N2C(=O)C3=CC=CC=C3C2=O. Cell line: NCI-H226. Synergy scores: CSS=0.841, Synergy_ZIP=-0.406, Synergy_Bliss=1.26, Synergy_Loewe=0.119, Synergy_HSA=0.916. (2) Drug 1: C1=NC2=C(N1)C(=S)N=C(N2)N. Drug 2: CC1C(C(CC(O1)OC2CC(CC3=C2C(=C4C(=C3O)C(=O)C5=C(C4=O)C(=CC=C5)OC)O)(C(=O)CO)O)N)O.Cl. Cell line: MOLT-4. Synergy scores: CSS=49.4, Synergy_ZIP=-15.5, Synergy_Bliss=-23.5, Synergy_Loewe=-21.0, Synergy_HSA=-18.5. (3) Drug 1: CN1C2=C(C=C(C=C2)N(CCCl)CCCl)N=C1CCCC(=O)O.Cl. Drug 2: CC1=C(C=C(C=C1)C(=O)NC2=CC(=CC(=C2)C(F)(F)F)N3C=C(N=C3)C)NC4=NC=CC(=N4)C5=CN=CC=C5. Cell line: HCC-2998. Synergy scores: CSS=2.98, Synergy_ZIP=-0.592, Synergy_Bliss=-1.14, Synergy_Loewe=-7.70, Synergy_HSA=-3.45. (4) Drug 1: CC1=C2C(C(=O)C3(C(CC4C(C3C(C(C2(C)C)(CC1OC(=O)C(C(C5=CC=CC=C5)NC(=O)C6=CC=CC=C6)O)O)OC(=O)C7=CC=CC=C7)(CO4)OC(=O)C)O)C)OC(=O)C. Drug 2: CCC1(C2=C(COC1=O)C(=O)N3CC4=CC5=C(C=CC(=C5CN(C)C)O)N=C4C3=C2)O.Cl. Cell line: IGROV1. Synergy scores: CSS=27.7, Synergy_ZIP=-3.25, Synergy_Bliss=-3.30, Synergy_Loewe=-2.91, Synergy_HSA=0.585. (5) Drug 1: C1=CC(=CC=C1CCCC(=O)O)N(CCCl)CCCl. Drug 2: CS(=O)(=O)OCCCCOS(=O)(=O)C. Cell line: HL-60(TB). Synergy scores: CSS=77.3, Synergy_ZIP=-2.61, Synergy_Bliss=-3.18, Synergy_Loewe=-7.67, Synergy_HSA=-1.52. (6) Drug 1: CCCCCOC(=O)NC1=NC(=O)N(C=C1F)C2C(C(C(O2)C)O)O. Drug 2: C1CCC(C(C1)N)N.C(=O)(C(=O)[O-])[O-].[Pt+4]. Cell line: HCT116. Synergy scores: CSS=56.6, Synergy_ZIP=1.73, Synergy_Bliss=3.04, Synergy_Loewe=-33.7, Synergy_HSA=0.701. (7) Drug 1: COC1=C2C(=CC3=C1OC=C3)C=CC(=O)O2. Drug 2: C(CN)CNCCSP(=O)(O)O. Cell line: COLO 205. Synergy scores: CSS=1.82, Synergy_ZIP=-0.729, Synergy_Bliss=-1.49, Synergy_Loewe=-0.997, Synergy_HSA=-3.80. (8) Drug 1: CC12CCC3C(C1CCC2=O)CC(=C)C4=CC(=O)C=CC34C. Drug 2: CC1=C(C=C(C=C1)C(=O)NC2=CC(=CC(=C2)C(F)(F)F)N3C=C(N=C3)C)NC4=NC=CC(=N4)C5=CN=CC=C5. Cell line: A498. Synergy scores: CSS=16.9, Synergy_ZIP=1.60, Synergy_Bliss=-0.742, Synergy_Loewe=-4.03, Synergy_HSA=-4.31. (9) Drug 1: CC1=C2C(C(=O)C3(C(CC4C(C3C(C(C2(C)C)(CC1OC(=O)C(C(C5=CC=CC=C5)NC(=O)OC(C)(C)C)O)O)OC(=O)C6=CC=CC=C6)(CO4)OC(=O)C)O)C)O. Drug 2: C1=CC=C(C(=C1)C(C2=CC=C(C=C2)Cl)C(Cl)Cl)Cl. Cell line: HL-60(TB). Synergy scores: CSS=41.8, Synergy_ZIP=12.2, Synergy_Bliss=12.7, Synergy_Loewe=-1.26, Synergy_HSA=13.4.